This data is from Reaction yield outcomes from USPTO patents with 853,638 reactions. The task is: Predict the reaction yield, written as a fraction of the theoretical maximum amount of product (1.0 means a 100% yield; for example, 0.34 means a 34% yield). (1) The reactants are [CH3:1][C:2]1[N:29]=[C:5]2[NH:6][C:7](=[O:28])[C:8]([CH2:13][C:14]3[CH:19]=[CH:18][C:17]([C:20]4[C:21]([C:26]#[N:27])=[CH:22][CH:23]=[CH:24][CH:25]=4)=[CH:16][CH:15]=3)=[C:9]([CH2:10][CH2:11][CH3:12])[N:4]2[N:3]=1.[CH3:30][C:31]1([CH2:34]O)[CH2:33][CH2:32]1.C(P(CCCC)CCCC)CCC.N(C(N1CCCCC1)=O)=NC(N1CCCCC1)=O. The catalyst is C1COCC1.C(OCC)(=O)C. The product is [CH3:1][C:2]1[N:29]=[C:5]2[N:6]([CH2:30][C:31]3([CH3:34])[CH2:33][CH2:32]3)[C:7](=[O:28])[C:8]([CH2:13][C:14]3[CH:19]=[CH:18][C:17]([C:20]4[C:21]([C:26]#[N:27])=[CH:22][CH:23]=[CH:24][CH:25]=4)=[CH:16][CH:15]=3)=[C:9]([CH2:10][CH2:11][CH3:12])[N:4]2[N:3]=1. The yield is 0.210. (2) The reactants are O[C:2]1([C:12]2[C:21]([OH:22])=[CH:20][C:15]3[N:16]=[C:17]([CH3:19])[S:18][C:14]=3[CH:13]=2)[C:10]2[C:5](=[CH:6][CH:7]=[CH:8][CH:9]=2)[NH:4][C:3]1=[O:11].I. The catalyst is O.C(OCC)(=O)C. The product is [OH:22][C:21]1[C:12]([CH:2]2[C:10]3[C:5](=[CH:6][CH:7]=[CH:8][CH:9]=3)[NH:4][C:3]2=[O:11])=[CH:13][C:14]2[S:18][C:17]([CH3:19])=[N:16][C:15]=2[CH:20]=1. The yield is 0.990.